From a dataset of NCI-60 drug combinations with 297,098 pairs across 59 cell lines. Regression. Given two drug SMILES strings and cell line genomic features, predict the synergy score measuring deviation from expected non-interaction effect. (1) Drug 1: CC12CCC(CC1=CCC3C2CCC4(C3CC=C4C5=CN=CC=C5)C)O. Drug 2: C1=CC=C(C(=C1)C(C2=CC=C(C=C2)Cl)C(Cl)Cl)Cl. Cell line: UO-31. Synergy scores: CSS=4.51, Synergy_ZIP=-2.80, Synergy_Bliss=1.79, Synergy_Loewe=-10.5, Synergy_HSA=2.11. (2) Drug 1: C1CN(CCN1C(=O)CCBr)C(=O)CCBr. Drug 2: CC(C)NC(=O)C1=CC=C(C=C1)CNNC.Cl. Cell line: UACC62. Synergy scores: CSS=38.6, Synergy_ZIP=0.289, Synergy_Bliss=-1.00, Synergy_Loewe=-6.55, Synergy_HSA=-1.15.